Dataset: Forward reaction prediction with 1.9M reactions from USPTO patents (1976-2016). Task: Predict the product of the given reaction. (1) Given the reactants [C:1]([C:5]1[CH:10]=[CH:9][C:8]([C:11]2[S:12][CH:13]=[C:14]([CH:20]=[O:21])[C:15]=2[O:16]COC)=[CH:7][CH:6]=1)([CH3:4])([CH3:3])[CH3:2].Cl.O, predict the reaction product. The product is: [C:1]([C:5]1[CH:6]=[CH:7][C:8]([C:11]2[S:12][CH:13]=[C:14]([CH:20]=[O:21])[C:15]=2[OH:16])=[CH:9][CH:10]=1)([CH3:4])([CH3:2])[CH3:3]. (2) Given the reactants [Br:1][C:2]1[CH:3]=[C:4]([Cl:10])[C:5]([CH2:8][OH:9])=[N:6][CH:7]=1, predict the reaction product. The product is: [Br:1][C:2]1[CH:3]=[C:4]([Cl:10])[C:5]([CH:8]=[O:9])=[N:6][CH:7]=1. (3) The product is: [F:1][C:2]([F:12])([F:11])[C:3]1[CH:10]=[CH:9][CH:8]=[CH:7][C:4]=1[CH2:5][Br:13]. Given the reactants [F:1][C:2]([F:12])([F:11])[C:3]1[CH:10]=[CH:9][CH:8]=[CH:7][C:4]=1[CH2:5]O.[BrH:13], predict the reaction product. (4) Given the reactants O[CH2:2][CH2:3][CH2:4][CH2:5][NH:6][C:7](=[O:13])[O:8][C:9]([CH3:12])([CH3:11])[CH3:10].C1(P(C2C=CC=CC=2)C2C=CC=CC=2)C=CC=CC=1.C(Br)(Br)(Br)[Br:34], predict the reaction product. The product is: [Br:34][CH2:2][CH2:3][CH2:4][CH2:5][NH:6][C:7](=[O:13])[O:8][C:9]([CH3:12])([CH3:11])[CH3:10]. (5) Given the reactants [Br:1][C:2]1[CH:3]=[C:4]([CH:6]=[CH:7][CH:8]=1)[NH2:5].[OH-].[K+].I[CH3:12], predict the reaction product. The product is: [Br:1][C:2]1[CH:3]=[C:4]([NH:5][CH3:12])[CH:6]=[CH:7][CH:8]=1.